This data is from Catalyst prediction with 721,799 reactions and 888 catalyst types from USPTO. The task is: Predict which catalyst facilitates the given reaction. (1) Reactant: O.O.[Sn](Cl)Cl.[C:6]([C:8]1[N:9]=[CH:10][C:11]([NH:14][C:15]2[CH:20]=[C:19]([O:21][CH2:22][CH:23]3[CH2:28][CH2:27][N:26]([C:29]([O:31][C:32]([CH3:35])([CH3:34])[CH3:33])=[O:30])[CH2:25][CH2:24]3)[C:18]([N+:36]([O-])=O)=[CH:17][N:16]=2)=[N:12][CH:13]=1)#[N:7]. Product: [NH2:36][C:18]1[C:19]([O:21][CH2:22][CH:23]2[CH2:28][CH2:27][N:26]([C:29]([O:31][C:32]([CH3:35])([CH3:34])[CH3:33])=[O:30])[CH2:25][CH2:24]2)=[CH:20][C:15]([NH:14][C:11]2[CH:10]=[N:9][C:8]([C:6]#[N:7])=[CH:13][N:12]=2)=[N:16][CH:17]=1. The catalyst class is: 8. (2) Reactant: [NH2:1][C:2]1[CH:3]=[CH:4][C:5]([CH:11]2[CH2:16][CH2:15][N:14]([C:17]3[N:22]=[C:21]([O:23][CH2:24][C@H:25]4[CH2:27][C@H:26]4[C:28]#[N:29])[N:20]=[C:19]([C:30]([O:32]C)=[O:31])[N:18]=3)[CH2:13][CH2:12]2)=[N:6][C:7]=1[C:8](=[O:10])[NH2:9].[Li+].[OH-].Cl. Product: [NH2:1][C:2]1[CH:3]=[CH:4][C:5]([CH:11]2[CH2:12][CH2:13][N:14]([C:17]3[N:22]=[C:21]([O:23][CH2:24][C@H:25]4[CH2:27][C@H:26]4[C:28]#[N:29])[N:20]=[C:19]([C:30]([OH:32])=[O:31])[N:18]=3)[CH2:15][CH2:16]2)=[N:6][C:7]=1[C:8](=[O:10])[NH2:9]. The catalyst class is: 5. (3) Reactant: [CH3:27][C:25]1(C)[C@@H:22]2[CH2:23][CH2:24][C@@:19]1(CSSC[C:19]13[C:25]([CH3:27])(C)[CH:22]([CH2:23][CH2:24]1)[CH2:21][CH:20]3N1CCOCC1)[C@H:20](N1CCOCC1)[CH2:21]2.C[Zn]C.C1(C#C)C=CC=CC=1.[CH:46](=[O:53])[C:47]1[CH:52]=[CH:51][CH:50]=[CH:49][CH:48]=1. Product: [C:47]1([C@H:46]([OH:53])[C:27]#[C:25][C:19]2[CH:20]=[CH:21][CH:22]=[CH:23][CH:24]=2)[CH:52]=[CH:51][CH:50]=[CH:49][CH:48]=1. The catalyst class is: 1.